This data is from Full USPTO retrosynthesis dataset with 1.9M reactions from patents (1976-2016). The task is: Predict the reactants needed to synthesize the given product. (1) Given the product [Si:1]([O:8][C@@H:9]1[C@@:13]([CH:14]=[O:15])([CH2:16][OH:17])[O:12][C@@H:11]([N:18]2[C:22]3[N:23]=[C:24]([NH:36][C:37](=[O:44])[C:38]4[CH:43]=[CH:42][CH:41]=[CH:40][CH:39]=4)[N:25]=[C:26]([NH:27][C:28](=[O:35])[C:29]4[CH:30]=[CH:31][CH:32]=[CH:33][CH:34]=4)[C:21]=3[CH:20]=[CH:19]2)[CH2:10]1)([C:4]([CH3:5])([CH3:6])[CH3:7])([CH3:2])[CH3:3], predict the reactants needed to synthesize it. The reactants are: [Si:1]([O:8][C@@H:9]1[C:13]([CH2:16][OH:17])([CH2:14][OH:15])[O:12][C@@H:11]([N:18]2[C:22]3[N:23]=[C:24]([NH:36][C:37](=[O:44])[C:38]4[CH:43]=[CH:42][CH:41]=[CH:40][CH:39]=4)[N:25]=[C:26]([NH:27][C:28](=[O:35])[C:29]4[CH:34]=[CH:33][CH:32]=[CH:31][CH:30]=4)[C:21]=3[CH:20]=[CH:19]2)[CH2:10]1)([C:4]([CH3:7])([CH3:6])[CH3:5])([CH3:3])[CH3:2]. (2) Given the product [OH:1][CH:2]([C:12]1[CH:13]=[C:14]([CH2:18][CH2:19][CH2:20][CH2:21][C:22]([NH:24][CH3:25])=[O:23])[CH:15]=[CH:16][CH:17]=1)[CH2:3][CH2:4][NH:5][C:6](=[O:11])[C:7]([F:10])([F:9])[F:8], predict the reactants needed to synthesize it. The reactants are: [OH:1][CH:2]([C:12]1[CH:13]=[C:14]([C:18]#[C:19][CH2:20][CH2:21][C:22]([NH:24][CH3:25])=[O:23])[CH:15]=[CH:16][CH:17]=1)[CH2:3][CH2:4][NH:5][C:6](=[O:11])[C:7]([F:10])([F:9])[F:8]. (3) The reactants are: Br[C:2]1[CH:7]=[CH:6][CH:5]=[C:4]([O:8][CH2:9][O:10][CH3:11])[CH:3]=1.C([Li])CCC.[Cl:17][C:18]1[C:23]([CH3:24])=[C:22]([Cl:25])[N:21]=[CH:20][N:19]=1.C(C1C(=O)C(Cl)=C(Cl)C(=O)C=1C#N)#N. Given the product [Cl:17][C:18]1[C:23]([CH3:24])=[C:22]([Cl:25])[N:21]=[C:20]([C:2]2[CH:7]=[CH:6][CH:5]=[C:4]([O:8][CH2:9][O:10][CH3:11])[CH:3]=2)[N:19]=1, predict the reactants needed to synthesize it. (4) Given the product [CH2:30]([O:32][C:33](=[O:39])[CH2:34][CH2:7][NH:8][C:9]([NH:11][C:12]1[S:13][C:14]([C:18]2[CH:23]=[CH:22][C:21]([S:24]([CH3:27])(=[O:26])=[O:25])=[C:20]([F:28])[CH:19]=2)=[C:15]([CH3:17])[N:16]=1)=[O:10])[CH3:31], predict the reactants needed to synthesize it. The reactants are: C(OC(=O)CC[CH2:7][NH:8][C:9]([NH:11][C:12]1[S:13][C:14]([C:18]2[CH:23]=[CH:22][C:21]([S:24]([CH3:27])(=[O:26])=[O:25])=[C:20]([F:28])[CH:19]=2)=[C:15]([CH3:17])[N:16]=1)=[O:10])C.[CH2:30]([O:32][C:33](=[O:39])[CH2:34]CN=C=O)[CH3:31]. (5) Given the product [Cl:1][C:2]1[CH:3]=[CH:4][C:5]2[N:11]([C:12](=[O:38])[C:13]3[CH:18]=[CH:17][C:16]([NH:19][CH2:26][CH2:27][O:28][C:29]4[CH:34]=[CH:33][CH:32]=[CH:31][C:30]=4[CH3:35])=[CH:15][C:14]=3[O:36][CH3:37])[CH2:10][CH2:9][CH2:8][CH:7]([CH2:39][C:40]([N:42]3[CH2:47][CH2:46][N:45]([CH3:48])[CH2:44][CH2:43]3)=[O:41])[C:6]=2[CH:49]=1, predict the reactants needed to synthesize it. The reactants are: [Cl:1][C:2]1[CH:3]=[CH:4][C:5]2[N:11]([C:12](=[O:38])[C:13]3[CH:18]=[CH:17][C:16]([N:19]([CH2:26][CH2:27][O:28][C:29]4[CH:34]=[CH:33][CH:32]=[CH:31][C:30]=4[CH3:35])C(=O)C(F)(F)F)=[CH:15][C:14]=3[O:36][CH3:37])[CH2:10][CH2:9][CH2:8][CH:7]([CH2:39][C:40]([N:42]3[CH2:47][CH2:46][N:45]([CH3:48])[CH2:44][CH2:43]3)=[O:41])[C:6]=2[CH:49]=1.C(=O)([O-])[O-].[K+].[K+]. (6) Given the product [Cl:1][C:2]1[CH:3]=[CH:4][C:5]([NH:18][CH2:19][CH:20]2[CH2:21][CH2:22][N:23]([C:28]3[CH:33]=[CH:32][N:31]=[CH:30][CH:29]=3)[CH2:24][CH2:25]2)=[C:6]([CH:17]=1)[C:7]([NH:9][C:10]1[CH:15]=[CH:14][C:13]([Cl:16])=[CH:12][N:11]=1)=[O:8], predict the reactants needed to synthesize it. The reactants are: [Cl:1][C:2]1[CH:3]=[CH:4][C:5]([NH:18][CH2:19][CH:20]2[CH2:25][CH2:24][NH:23][CH2:22][CH2:21]2)=[C:6]([CH:17]=1)[C:7]([NH:9][C:10]1[CH:15]=[CH:14][C:13]([Cl:16])=[CH:12][N:11]=1)=[O:8].Cl.Cl[C:28]1[CH:33]=[CH:32][N:31]=[CH:30][CH:29]=1.C(N(CC)CC)C.